Task: Regression. Given a peptide amino acid sequence and an MHC pseudo amino acid sequence, predict their binding affinity value. This is MHC class II binding data.. Dataset: Peptide-MHC class II binding affinity with 134,281 pairs from IEDB (1) The peptide sequence is DLLIEALSAMMLDRL. The MHC is DRB1_0405 with pseudo-sequence DRB1_0405. The binding affinity (normalized) is 0.448. (2) The peptide sequence is ARTISEAGQAMASTE. The MHC is HLA-DQA10501-DQB10201 with pseudo-sequence HLA-DQA10501-DQB10201. The binding affinity (normalized) is 0.232. (3) The peptide sequence is GQFRVIGPRHPIRAL. The MHC is DRB1_1201 with pseudo-sequence DRB1_1201. The binding affinity (normalized) is 0.254. (4) The peptide sequence is KVTFLSQVHPSPLLT. The MHC is DRB1_0301 with pseudo-sequence DRB1_0301. The binding affinity (normalized) is 0.240. (5) The peptide sequence is WDINTPAFEWYDQSGLSVVM. The MHC is DRB1_1201 with pseudo-sequence DRB1_1201. The binding affinity (normalized) is 0.277. (6) The peptide sequence is GLRSDTTLLRALGAQ. The MHC is DRB1_0101 with pseudo-sequence DRB1_0101. The binding affinity (normalized) is 0.650. (7) The peptide sequence is TQQLDQRSQILQIVG. The binding affinity (normalized) is 0.0766. The MHC is DRB1_0101 with pseudo-sequence DRB1_0101. (8) The peptide sequence is EKKYFAQTQFEPLAA. The MHC is HLA-DQA10301-DQB10302 with pseudo-sequence HLA-DQA10301-DQB10302. The binding affinity (normalized) is 0.489. (9) The peptide sequence is NLADAVSKAPQLVPK. The MHC is HLA-DQA10501-DQB10301 with pseudo-sequence HLA-DQA10501-DQB10301. The binding affinity (normalized) is 0.484. (10) The peptide sequence is GGFFTSVGKGIHTVF. The MHC is DRB1_1101 with pseudo-sequence DRB1_1101. The binding affinity (normalized) is 0.808.